From a dataset of NCI-60 drug combinations with 297,098 pairs across 59 cell lines. Regression. Given two drug SMILES strings and cell line genomic features, predict the synergy score measuring deviation from expected non-interaction effect. (1) Drug 1: C1CC(C1)(C(=O)O)C(=O)O.[NH2-].[NH2-].[Pt+2]. Drug 2: B(C(CC(C)C)NC(=O)C(CC1=CC=CC=C1)NC(=O)C2=NC=CN=C2)(O)O. Cell line: UACC-257. Synergy scores: CSS=62.2, Synergy_ZIP=0.157, Synergy_Bliss=1.56, Synergy_Loewe=-31.7, Synergy_HSA=-0.167. (2) Drug 1: CC1=C(C(=CC=C1)Cl)NC(=O)C2=CN=C(S2)NC3=CC(=NC(=N3)C)N4CCN(CC4)CCO. Drug 2: CC(C)(C#N)C1=CC(=CC(=C1)CN2C=NC=N2)C(C)(C)C#N. Cell line: PC-3. Synergy scores: CSS=10.7, Synergy_ZIP=-2.44, Synergy_Bliss=-0.315, Synergy_Loewe=-1.61, Synergy_HSA=-0.0779. (3) Drug 1: COC1=CC(=CC(=C1O)OC)C2C3C(COC3=O)C(C4=CC5=C(C=C24)OCO5)OC6C(C(C7C(O6)COC(O7)C8=CC=CS8)O)O. Drug 2: CC1=C2C(C(=O)C3(C(CC4C(C3C(C(C2(C)C)(CC1OC(=O)C(C(C5=CC=CC=C5)NC(=O)C6=CC=CC=C6)O)O)OC(=O)C7=CC=CC=C7)(CO4)OC(=O)C)O)C)OC(=O)C. Cell line: PC-3. Synergy scores: CSS=35.9, Synergy_ZIP=-9.04, Synergy_Bliss=-10.8, Synergy_Loewe=-9.21, Synergy_HSA=-7.13. (4) Drug 1: CC1CCC2CC(C(=CC=CC=CC(CC(C(=O)C(C(C(=CC(C(=O)CC(OC(=O)C3CCCCN3C(=O)C(=O)C1(O2)O)C(C)CC4CCC(C(C4)OC)OCCO)C)C)O)OC)C)C)C)OC. Drug 2: CNC(=O)C1=NC=CC(=C1)OC2=CC=C(C=C2)NC(=O)NC3=CC(=C(C=C3)Cl)C(F)(F)F. Cell line: UACC-257. Synergy scores: CSS=-0.0665, Synergy_ZIP=1.04, Synergy_Bliss=0.845, Synergy_Loewe=2.88, Synergy_HSA=-0.234. (5) Drug 1: CC1=C(C(=O)C2=C(C1=O)N3CC4C(C3(C2COC(=O)N)OC)N4)N. Drug 2: C1C(C(OC1N2C=NC(=NC2=O)N)CO)O. Cell line: SN12C. Synergy scores: CSS=32.8, Synergy_ZIP=-1.26, Synergy_Bliss=1.08, Synergy_Loewe=-13.7, Synergy_HSA=1.17.